Task: Regression. Given two drug SMILES strings and cell line genomic features, predict the synergy score measuring deviation from expected non-interaction effect.. Dataset: NCI-60 drug combinations with 297,098 pairs across 59 cell lines (1) Drug 1: CN(C)N=NC1=C(NC=N1)C(=O)N. Drug 2: C1=CN(C=N1)CC(O)(P(=O)(O)O)P(=O)(O)O. Cell line: SN12C. Synergy scores: CSS=1.68, Synergy_ZIP=0.570, Synergy_Bliss=2.38, Synergy_Loewe=1.14, Synergy_HSA=1.63. (2) Drug 1: C1C(C(OC1N2C=C(C(=O)NC2=O)F)CO)O. Drug 2: C1CN(CCN1C(=O)CCBr)C(=O)CCBr. Cell line: K-562. Synergy scores: CSS=14.6, Synergy_ZIP=-8.60, Synergy_Bliss=-5.07, Synergy_Loewe=-16.7, Synergy_HSA=-9.34. (3) Drug 1: C1=CC(=CC=C1CC(C(=O)O)N)N(CCCl)CCCl.Cl. Drug 2: CCC1=C2CN3C(=CC4=C(C3=O)COC(=O)C4(CC)O)C2=NC5=C1C=C(C=C5)O. Cell line: SF-539. Synergy scores: CSS=45.7, Synergy_ZIP=-4.78, Synergy_Bliss=-0.283, Synergy_Loewe=-28.5, Synergy_HSA=0.210. (4) Drug 1: CC1=C(C(CCC1)(C)C)C=CC(=CC=CC(=CC(=O)O)C)C. Drug 2: COC1=NC(=NC2=C1N=CN2C3C(C(C(O3)CO)O)O)N. Cell line: COLO 205. Synergy scores: CSS=-0.973, Synergy_ZIP=0.223, Synergy_Bliss=-3.15, Synergy_Loewe=-6.26, Synergy_HSA=-6.03. (5) Drug 1: CCC(=C(C1=CC=CC=C1)C2=CC=C(C=C2)OCCN(C)C)C3=CC=CC=C3.C(C(=O)O)C(CC(=O)O)(C(=O)O)O. Drug 2: CC(C)(C#N)C1=CC(=CC(=C1)CN2C=NC=N2)C(C)(C)C#N. Cell line: HCC-2998. Synergy scores: CSS=4.85, Synergy_ZIP=-4.31, Synergy_Bliss=0.996, Synergy_Loewe=-0.569, Synergy_HSA=0.490. (6) Drug 1: CC1=CC=C(C=C1)C2=CC(=NN2C3=CC=C(C=C3)S(=O)(=O)N)C(F)(F)F. Drug 2: CC1=C(C(=O)C2=C(C1=O)N3CC4C(C3(C2COC(=O)N)OC)N4)N. Cell line: T-47D. Synergy scores: CSS=11.0, Synergy_ZIP=-0.0680, Synergy_Bliss=0.870, Synergy_Loewe=-18.0, Synergy_HSA=-5.03. (7) Synergy scores: CSS=-20.6, Synergy_ZIP=0.393, Synergy_Bliss=-21.1, Synergy_Loewe=-32.0, Synergy_HSA=-26.7. Drug 1: CC1=CC2C(CCC3(C2CCC3(C(=O)C)OC(=O)C)C)C4(C1=CC(=O)CC4)C. Drug 2: CC1CCC2CC(C(=CC=CC=CC(CC(C(=O)C(C(C(=CC(C(=O)CC(OC(=O)C3CCCCN3C(=O)C(=O)C1(O2)O)C(C)CC4CCC(C(C4)OC)OCCO)C)C)O)OC)C)C)C)OC. Cell line: SK-MEL-2. (8) Drug 1: CNC(=O)C1=CC=CC=C1SC2=CC3=C(C=C2)C(=NN3)C=CC4=CC=CC=N4. Drug 2: C1=CN(C=N1)CC(O)(P(=O)(O)O)P(=O)(O)O. Cell line: A549. Synergy scores: CSS=6.32, Synergy_ZIP=-1.33, Synergy_Bliss=-0.169, Synergy_Loewe=-4.34, Synergy_HSA=-0.384. (9) Drug 1: CCC1=CC2CC(C3=C(CN(C2)C1)C4=CC=CC=C4N3)(C5=C(C=C6C(=C5)C78CCN9C7C(C=CC9)(C(C(C8N6C)(C(=O)OC)O)OC(=O)C)CC)OC)C(=O)OC. Drug 2: C1=CC=C(C=C1)NC(=O)CCCCCCC(=O)NO. Cell line: NCI-H460. Synergy scores: CSS=68.8, Synergy_ZIP=-0.0273, Synergy_Bliss=-2.40, Synergy_Loewe=-4.70, Synergy_HSA=1.86. (10) Drug 1: C1=C(C(=O)NC(=O)N1)N(CCCl)CCCl. Drug 2: C(CC(=O)O)C(=O)CN.Cl. Cell line: SNB-19. Synergy scores: CSS=9.82, Synergy_ZIP=-10.1, Synergy_Bliss=-7.67, Synergy_Loewe=-11.7, Synergy_HSA=-7.17.